Predict the reaction yield, written as a fraction of the theoretical maximum amount of product (1.0 means a 100% yield; for example, 0.34 means a 34% yield). From a dataset of Reaction yield outcomes from USPTO patents with 853,638 reactions. (1) The reactants are C[O:2][CH2:3][C:4]1[N:39]=[C:7]2[N:8]([CH:35]([CH3:38])[CH2:36][CH3:37])[C:9](=[O:34])[C:10]([CH2:15][C:16]3[CH:21]=[CH:20][C:19]([C:22]4[CH:27]=[CH:26][CH:25]=[CH:24][C:23]=4[C:28]4[NH:32][C:31](=[O:33])[O:30][N:29]=4)=[CH:18][CH:17]=3)=[C:11]([CH2:12][CH2:13][CH3:14])[N:6]2[N:5]=1.B(Br)(Br)Br.C(=O)([O-])O.[Na+].Cl. The catalyst is ClCCl. The product is [OH:2][CH2:3][C:4]1[N:39]=[C:7]2[N:8]([CH:35]([CH3:38])[CH2:36][CH3:37])[C:9](=[O:34])[C:10]([CH2:15][C:16]3[CH:17]=[CH:18][C:19]([C:22]4[CH:27]=[CH:26][CH:25]=[CH:24][C:23]=4[C:28]4[NH:32][C:31](=[O:33])[O:30][N:29]=4)=[CH:20][CH:21]=3)=[C:11]([CH2:12][CH2:13][CH3:14])[N:6]2[N:5]=1. The yield is 0.290. (2) The reactants are [O:1]=[C:2]1[C:10]2[C:5](=[CH:6][CH:7]=[CH:8][CH:9]=2)[C:4](=[O:11])[N:3]1[CH2:12][CH:13]([C:19](=O)[CH3:20])[C:14]([O:16][CH2:17][CH3:18])=O.O.[NH2:23][NH2:24]. The catalyst is CCO. The product is [CH2:17]([O:16][C:14]1[C:13]([CH2:12][N:3]2[C:2](=[O:1])[C:10]3[C:5](=[CH:6][CH:7]=[CH:8][CH:9]=3)[C:4]2=[O:11])=[C:19]([CH3:20])[NH:24][N:23]=1)[CH3:18]. The yield is 0.220. (3) The reactants are [Cl:1][C:2]1[CH:10]=[CH:9][CH:8]=[C:7]([CH3:11])[C:3]=1[C:4]([OH:6])=O.O=S(Cl)Cl.CCN(CC)CC.[CH:23]1([NH2:26])[CH2:25][CH2:24]1. The catalyst is C1(C)C=CC=CC=1. The product is [Cl:1][C:2]1[CH:10]=[CH:9][CH:8]=[C:7]([CH3:11])[C:3]=1[C:4]([NH:26][CH:23]1[CH2:25][CH2:24]1)=[O:6]. The yield is 0.900. (4) The reactants are [NH2:1][C:2]1[CH:7]=[CH:6][C:5]([CH:8]([CH3:12])[C:9]([OH:11])=[O:10])=[CH:4][CH:3]=1.C[Si](Cl)(C)C.C(N(CC)CC)C.CC([O:28][C:29]1[C:34]([C:35](Cl)=[O:36])=[CH:33][CH:32]=[CH:31][CH:30]=1)=O. The catalyst is C(Cl)Cl. The product is [C:35]([NH:1][C:2]1[CH:3]=[CH:4][C:5]([CH:8]([CH3:12])[C:9]([OH:11])=[O:10])=[CH:6][CH:7]=1)(=[O:36])[C:34]1[C:29](=[CH:30][CH:31]=[CH:32][CH:33]=1)[OH:28]. The yield is 0.520. (5) The product is [Cl:16][C:17]1[CH:23]=[CH:22][C:21]([C:24]([F:26])([F:27])[F:25])=[CH:20][C:18]=1[NH:19][C:2]1[N:7]2[N:8]=[CH:9][CH:10]=[C:6]2[N:5]=[CH:4][C:3]=1[C:11]([O:13][CH2:14][CH3:15])=[O:12]. The reactants are O[C:2]1[N:7]2[N:8]=[CH:9][CH:10]=[C:6]2[N:5]=[CH:4][C:3]=1[C:11]([O:13][CH2:14][CH3:15])=[O:12].[Cl:16][C:17]1[CH:23]=[CH:22][C:21]([C:24]([F:27])([F:26])[F:25])=[CH:20][C:18]=1[NH2:19]. The yield is 0.700. No catalyst specified.